From a dataset of Reaction yield outcomes from USPTO patents with 853,638 reactions. Predict the reaction yield, written as a fraction of the theoretical maximum amount of product (1.0 means a 100% yield; for example, 0.34 means a 34% yield). The reactants are [CH:1]1([C:6]([C:8]2[CH:13]=[C:12]([O:14][CH3:15])[CH:11]=[CH:10][C:9]=2OS(C(F)(F)F)(=O)=O)=[O:7])[CH2:5][CH:4]=[CH:3][CH2:2]1.C(N(C(C)C)CC)(C)C.C([O-])(=O)C.[K+].C1(P(C2C=CC=CC=2)CCCP(C2C=CC=CC=2)C2C=CC=CC=2)C=CC=CC=1. The catalyst is CN(C=O)C.[Cl-].[Na+].O.C([O-])(=O)C.[Pd+2].C([O-])(=O)C. The product is [CH3:15][O:14][C:12]1[CH:11]=[CH:10][C:9]2[CH:4]3[CH2:5][CH:1]([C:6](=[O:7])[C:8]=2[CH:13]=1)[CH:2]=[CH:3]3. The yield is 0.950.